From a dataset of Catalyst prediction with 721,799 reactions and 888 catalyst types from USPTO. Predict which catalyst facilitates the given reaction. (1) Reactant: [F:1][C:2]([F:15])([F:14])[S:3]([O:6]S(C(F)(F)F)(=O)=O)(=[O:5])=[O:4].[N:16]1([C:22]2[CH:23]=[C:24](O)[CH:25]=[CH:26][CH:27]=2)[CH2:21][CH2:20][O:19][CH2:18][CH2:17]1.C(N(CC)CC)C. Product: [F:1][C:2]([F:15])([F:14])[S:3]([O:6][C:26]1[CH:25]=[CH:24][CH:23]=[C:22]([N:16]2[CH2:17][CH2:18][O:19][CH2:20][CH2:21]2)[CH:27]=1)(=[O:5])=[O:4]. The catalyst class is: 4. (2) Reactant: Br[C:2]1[CH:3]=[C:4]([C:8]([OH:11])([CH3:10])[CH3:9])[CH:5]=[N:6][CH:7]=1.[B:12]1([B:12]2[O:16][C:15]([CH3:18])([CH3:17])[C:14]([CH3:20])([CH3:19])[O:13]2)[O:16][C:15]([CH3:18])([CH3:17])[C:14]([CH3:20])([CH3:19])[O:13]1.C([O-])(=O)C.[K+]. Product: [CH3:19][C:14]1([CH3:20])[C:15]([CH3:18])([CH3:17])[O:16][B:12]([C:2]2[CH:3]=[C:4]([C:8]([OH:11])([CH3:10])[CH3:9])[CH:5]=[N:6][CH:7]=2)[O:13]1. The catalyst class is: 155. (3) Reactant: [CH2:1]([O:5][C:6](=[O:22])[C@@H:7]([NH:14]C(OC(C)(C)C)=O)[CH2:8][CH2:9][CH2:10][N:11]([CH3:13])[CH3:12])C(C)C.[O-]S(C(F)(F)F)(=O)=O.[Sn+2].[O-]S(C(F)(F)F)(=O)=O. Product: [CH3:1][O:5][C:6](=[O:22])[C@@H:7]([NH2:14])[CH2:8][CH2:9][CH2:10][N:11]([CH3:12])[CH3:13]. The catalyst class is: 4. (4) Reactant: C[O:2][C:3](=[O:28])/[C:4](/[C:12]1[CH:17]=[CH:16][C:15]([N:18]2[C:22]([CH3:23])=[N:21][N:20]=[N:19]2)=[C:14]([C:24]([F:27])([F:26])[F:25])[CH:13]=1)=[CH:5]/[CH2:6][CH:7]1[CH2:11][CH2:10][CH2:9][CH2:8]1.[OH-].[Na+]. Product: [CH:7]1([CH2:6]/[CH:5]=[C:4](\[C:12]2[CH:17]=[CH:16][C:15]([N:18]3[C:22]([CH3:23])=[N:21][N:20]=[N:19]3)=[C:14]([C:24]([F:25])([F:27])[F:26])[CH:13]=2)/[C:3]([OH:28])=[O:2])[CH2:11][CH2:10][CH2:9][CH2:8]1. The catalyst class is: 8. (5) Reactant: [C:1]([NH:9][C:10]1[N:18]=[CH:17][N:16]=[C:15]2[C:11]=1[N:12]=[CH:13][N:14]2[CH2:19][C@@H:20]([C@H:46]([OH:48])[CH3:47])[CH2:21][O:22][C:23]([C:38]1[CH:43]=[CH:42][C:41]([O:44][CH3:45])=[CH:40][CH:39]=1)([C:30]1[CH:35]=[CH:34][C:33]([O:36][CH3:37])=[CH:32][CH:31]=1)[C:24]1[CH:29]=[CH:28][CH:27]=[CH:26][CH:25]=1)(=[O:8])[C:2]1[CH:7]=[CH:6][CH:5]=[CH:4][CH:3]=1.N1[C-]=NN=N1.C([NH2+]C(C)C)(C)C.[CH:61]([N:64]([CH:78]([CH3:80])[CH3:79])[P:65](N(C(C)C)C(C)C)[O:66][CH2:67][CH2:68][C:69]#[N:70])([CH3:63])[CH3:62]. Product: [CH:78]([N:64]([CH:61]([CH3:63])[CH3:62])[P:65]([O:66][CH2:67][CH2:68][C:69]#[N:70])[O:48][C@H:46]([CH3:47])[C@H:20]([CH2:19][N:14]1[CH:13]=[N:12][C:11]2[C:15]1=[N:16][CH:17]=[N:18][C:10]=2[NH:9][C:1](=[O:8])[C:2]1[CH:7]=[CH:6][CH:5]=[CH:4][CH:3]=1)[CH2:21][O:22][C:23]([C:38]1[CH:39]=[CH:40][C:41]([O:44][CH3:45])=[CH:42][CH:43]=1)([C:30]1[CH:31]=[CH:32][C:33]([O:36][CH3:37])=[CH:34][CH:35]=1)[C:24]1[CH:29]=[CH:28][CH:27]=[CH:26][CH:25]=1)([CH3:80])[CH3:79]. The catalyst class is: 4. (6) Reactant: Br[C:2]1[CH:7]=[CH:6][C:5]([S:8]([CH3:11])(=[O:10])=[O:9])=[CH:4][N:3]=1.[C:12]([O:16][C:17]([N:19]1[CH2:24][CH2:23][CH:22]([NH2:25])[CH2:21][CH2:20]1)=[O:18])([CH3:15])([CH3:14])[CH3:13].C(N(C(C)C)C(C)C)C. Product: [C:12]([O:16][C:17]([N:19]1[CH2:24][CH2:23][CH:22]([NH:25][C:2]2[CH:7]=[CH:6][C:5]([S:8]([CH3:11])(=[O:10])=[O:9])=[CH:4][N:3]=2)[CH2:21][CH2:20]1)=[O:18])([CH3:15])([CH3:13])[CH3:14]. The catalyst class is: 10.